Dataset: Forward reaction prediction with 1.9M reactions from USPTO patents (1976-2016). Task: Predict the product of the given reaction. (1) Given the reactants [Cl:1][C:2]1[CH:7]=[CH:6][C:5]([C:8]2[C:13]([CH3:14])=[N:12][NH:11][C:10](=O)[C:9]=2[C:16]2[CH:20]=[CH:19][S:18][CH:17]=2)=[CH:4][CH:3]=1.P(Cl)(Cl)([Cl:23])=O, predict the reaction product. The product is: [Cl:23][C:10]1[N:11]=[N:12][C:13]([CH3:14])=[C:8]([C:5]2[CH:6]=[CH:7][C:2]([Cl:1])=[CH:3][CH:4]=2)[C:9]=1[C:16]1[CH:20]=[CH:19][S:18][CH:17]=1. (2) Given the reactants [CH3:1][O:2][C:3]([C:5]1[CH:10]=[C:9]([NH2:11])[N:8]=[C:7]([C:12]2[CH:17]=[CH:16][C:15]([Cl:18])=[C:14]([O:19][CH3:20])[C:13]=2[F:21])[N:6]=1)=[O:4].[B-](F)(F)(F)[F:23].[B-](F)(F)(F)F.C1[N+]2(CCl)CC[N+](F)(CC2)C1, predict the reaction product. The product is: [CH3:1][O:2][C:3]([C:5]1[C:10]([F:23])=[C:9]([NH2:11])[N:8]=[C:7]([C:12]2[CH:17]=[CH:16][C:15]([Cl:18])=[C:14]([O:19][CH3:20])[C:13]=2[F:21])[N:6]=1)=[O:4]. (3) Given the reactants [Br:1][C:2]1[CH:8]=[CH:7][C:5]([NH2:6])=[C:4]([CH3:9])[CH:3]=1.Cl[C:11](Cl)([O:13]C(=O)OC(Cl)(Cl)Cl)Cl, predict the reaction product. The product is: [Br:1][C:2]1[CH:8]=[CH:7][C:5]([N:6]=[C:11]=[O:13])=[C:4]([CH3:9])[CH:3]=1.